This data is from Forward reaction prediction with 1.9M reactions from USPTO patents (1976-2016). The task is: Predict the product of the given reaction. (1) Given the reactants NN.[Br:3][C:4]1[C:5]([OH:25])=[C:6]([N:14]2C(=O)C3C(=CC=CC=3)C2=O)[CH:7]=[C:8]([S:10]([CH3:13])(=[O:12])=[O:11])[CH:9]=1, predict the reaction product. The product is: [NH2:14][C:6]1[CH:7]=[C:8]([S:10]([CH3:13])(=[O:12])=[O:11])[CH:9]=[C:4]([Br:3])[C:5]=1[OH:25]. (2) The product is: [CH2:3]([O:7][C:8]1[CH:13]=[C:12]([CH2:14][CH2:15][C:16]([OH:18])=[O:17])[CH:11]=[CH:10][C:9]=1[C:20]1[CH:25]=[CH:24][CH:23]=[C:22]([CH2:26][N:27]([C:29](=[O:38])[C:30]2[CH:35]=[CH:34][C:33]([O:36][CH3:37])=[CH:32][CH:31]=2)[CH3:28])[CH:21]=1)[CH2:4][CH2:5][CH3:6]. Given the reactants [OH-].[Na+].[CH2:3]([O:7][C:8]1[CH:13]=[C:12]([CH2:14][CH2:15][C:16]([O:18]C)=[O:17])[CH:11]=[CH:10][C:9]=1[C:20]1[CH:25]=[CH:24][CH:23]=[C:22]([CH2:26][N:27]([C:29](=[O:38])[C:30]2[CH:35]=[CH:34][C:33]([O:36][CH3:37])=[CH:32][CH:31]=2)[CH3:28])[CH:21]=1)[CH2:4][CH2:5][CH3:6], predict the reaction product.